This data is from Forward reaction prediction with 1.9M reactions from USPTO patents (1976-2016). The task is: Predict the product of the given reaction. Given the reactants [CH:1]([C:3]1[O:7][C:6]([C:8]([O:10][CH3:11])=[O:9])=[CH:5][CH:4]=1)=[CH2:2], predict the reaction product. The product is: [CH2:1]([C:3]1[O:7][C:6]([C:8]([O:10][CH3:11])=[O:9])=[CH:5][CH:4]=1)[CH3:2].